From a dataset of NCI-60 drug combinations with 297,098 pairs across 59 cell lines. Regression. Given two drug SMILES strings and cell line genomic features, predict the synergy score measuring deviation from expected non-interaction effect. (1) Drug 1: C1CC(C1)(C(=O)O)C(=O)O.[NH2-].[NH2-].[Pt+2]. Drug 2: CC1=C(C(=O)C2=C(C1=O)N3CC4C(C3(C2COC(=O)N)OC)N4)N. Cell line: NCI/ADR-RES. Synergy scores: CSS=13.7, Synergy_ZIP=-3.21, Synergy_Bliss=-0.118, Synergy_Loewe=-18.9, Synergy_HSA=-3.69. (2) Drug 1: CC1=C(C(=CC=C1)Cl)NC(=O)C2=CN=C(S2)NC3=CC(=NC(=N3)C)N4CCN(CC4)CCO. Drug 2: N.N.Cl[Pt+2]Cl. Cell line: OVCAR-8. Synergy scores: CSS=22.2, Synergy_ZIP=-5.09, Synergy_Bliss=3.96, Synergy_Loewe=0.813, Synergy_HSA=1.10. (3) Drug 1: C1=NC2=C(N=C(N=C2N1C3C(C(C(O3)CO)O)O)F)N. Drug 2: C1CCC(C(C1)N)N.C(=O)(C(=O)[O-])[O-].[Pt+4]. Cell line: MOLT-4. Synergy scores: CSS=78.8, Synergy_ZIP=-0.222, Synergy_Bliss=-0.272, Synergy_Loewe=-0.553, Synergy_HSA=0.348.